From a dataset of Reaction yield outcomes from USPTO patents with 853,638 reactions. Predict the reaction yield, written as a fraction of the theoretical maximum amount of product (1.0 means a 100% yield; for example, 0.34 means a 34% yield). (1) The reactants are [NH2:1][CH2:2][C:3]1[CH:4]=[CH:5][C:6]([Cl:19])=[C:7]([O:9][C:10]2[CH:11]=[C:12]([CH:15]=[C:16]([Cl:18])[CH:17]=2)[C:13]#[N:14])[CH:8]=1.[CH3:20][O:21][C:22]1[CH:27]=[CH:26][C:25]([S:28](Cl)(=[O:30])=[O:29])=[CH:24][CH:23]=1.CCN(C(C)C)C(C)C. The catalyst is C(Cl)Cl. The product is [Cl:19][C:6]1[CH:5]=[CH:4][C:3]([CH2:2][NH:1][S:28]([C:25]2[CH:24]=[CH:23][C:22]([O:21][CH3:20])=[CH:27][CH:26]=2)(=[O:30])=[O:29])=[CH:8][C:7]=1[O:9][C:10]1[CH:11]=[C:12]([C:13]#[N:14])[CH:15]=[C:16]([Cl:18])[CH:17]=1. The yield is 0.750. (2) The reactants are [CH2:1]([O:8][C:9]1[N:14]=[CH:13][C:12]([CH2:15][C:16]2[CH:20]=[C:19]([C:21]3[C:22]([NH2:28])=[N:23][C:24]([NH2:27])=[CH:25][CH:26]=3)[O:18][N:17]=2)=[CH:11][CH:10]=1)[C:2]1[CH:7]=[CH:6][CH:5]=[CH:4][CH:3]=1.C=O.N1C=CC=C[C:32]=1C.B.C(=O)([O-])O.[Na+]. The catalyst is C(O)(=O)C.CN(C)C=O. The product is [CH2:1]([O:8][C:9]1[N:14]=[CH:13][C:12]([CH2:15][C:16]2[CH:20]=[C:19]([C:21]3[C:22]([NH2:28])=[N:23][C:24]([NH:27][CH3:32])=[CH:25][CH:26]=3)[O:18][N:17]=2)=[CH:11][CH:10]=1)[C:2]1[CH:7]=[CH:6][CH:5]=[CH:4][CH:3]=1. The yield is 0.0440. (3) The product is [F:1][C:2]1[CH:39]=[CH:38][C:5]2[N:6]=[C:7]([NH:9][C:10]3[CH:11]=[CH:12][C:13]([C:16]4[CH:21]=[CH:20][C:19]([C:22]([NH:24][C@H:25]([C:29]([OH:31])=[O:30])[CH:26]([CH3:28])[CH3:27])=[O:23])=[C:18]([O:36][CH3:37])[CH:17]=4)=[CH:14][CH:15]=3)[S:8][C:4]=2[CH:3]=1. The catalyst is C1COCC1. The reactants are [F:1][C:2]1[CH:39]=[CH:38][C:5]2[N:6]=[C:7]([NH:9][C:10]3[CH:15]=[CH:14][C:13]([C:16]4[CH:21]=[CH:20][C:19]([C:22]([NH:24][C@H:25]([C:29]([O:31]CCCC)=[O:30])[CH:26]([CH3:28])[CH3:27])=[O:23])=[C:18]([O:36][CH3:37])[CH:17]=4)=[CH:12][CH:11]=3)[S:8][C:4]=2[CH:3]=1.CO.O.[Li+].[OH-]. The yield is 0.910. (4) The catalyst is C(Cl)Cl. The product is [CH2:10]([N:4]1[CH2:5][CH:25]([N+:26]([O-:28])=[O:27])[CH:24]([C:21]2[CH:22]=[CH:23][C:18]([Cl:17])=[CH:19][CH:20]=2)[CH2:3]1)[C:11]1[CH:16]=[CH:15][CH:14]=[CH:13][CH:12]=1. The yield is 0.790. The reactants are CO[CH2:3][N:4]([CH2:10][C:11]1[CH:16]=[CH:15][CH:14]=[CH:13][CH:12]=1)[CH2:5][Si](C)(C)C.[Cl:17][C:18]1[CH:23]=[CH:22][C:21](/[CH:24]=[CH:25]/[N+:26]([O-:28])=[O:27])=[CH:20][CH:19]=1.FC(F)(F)C(O)=O.